Dataset: NCI-60 drug combinations with 297,098 pairs across 59 cell lines. Task: Regression. Given two drug SMILES strings and cell line genomic features, predict the synergy score measuring deviation from expected non-interaction effect. (1) Synergy scores: CSS=29.4, Synergy_ZIP=1.27, Synergy_Bliss=0.251, Synergy_Loewe=-7.27, Synergy_HSA=0.233. Cell line: SNB-19. Drug 2: C1=C(C(=O)NC(=O)N1)F. Drug 1: CS(=O)(=O)C1=CC(=C(C=C1)C(=O)NC2=CC(=C(C=C2)Cl)C3=CC=CC=N3)Cl. (2) Drug 1: C1=CC=C(C=C1)NC(=O)CCCCCCC(=O)NO. Drug 2: C1C(C(OC1N2C=NC3=C2NC=NCC3O)CO)O. Cell line: SK-MEL-5. Synergy scores: CSS=14.9, Synergy_ZIP=-7.65, Synergy_Bliss=-5.44, Synergy_Loewe=-8.89, Synergy_HSA=-5.63. (3) Drug 1: CC1=C(C(=O)C2=C(C1=O)N3CC4C(C3(C2COC(=O)N)OC)N4)N. Drug 2: C1CNP(=O)(OC1)N(CCCl)CCCl. Cell line: UACC-257. Synergy scores: CSS=8.91, Synergy_ZIP=-1.95, Synergy_Bliss=-1.03, Synergy_Loewe=-10.7, Synergy_HSA=-0.685. (4) Drug 1: COC1=CC(=CC(=C1O)OC)C2C3C(COC3=O)C(C4=CC5=C(C=C24)OCO5)OC6C(C(C7C(O6)COC(O7)C8=CC=CS8)O)O. Drug 2: C1=C(C(=O)NC(=O)N1)N(CCCl)CCCl. Cell line: UO-31. Synergy scores: CSS=23.1, Synergy_ZIP=-7.26, Synergy_Bliss=-3.49, Synergy_Loewe=-3.78, Synergy_HSA=0.218. (5) Drug 1: COC1=C(C=C2C(=C1)N=CN=C2NC3=CC(=C(C=C3)F)Cl)OCCCN4CCOCC4. Drug 2: CC1=C(C(CCC1)(C)C)C=CC(=CC=CC(=CC(=O)O)C)C. Cell line: SF-268. Synergy scores: CSS=14.5, Synergy_ZIP=-0.744, Synergy_Bliss=6.92, Synergy_Loewe=-0.462, Synergy_HSA=0.934. (6) Drug 1: CC1=C2C(C(=O)C3(C(CC4C(C3C(C(C2(C)C)(CC1OC(=O)C(C(C5=CC=CC=C5)NC(=O)OC(C)(C)C)O)O)OC(=O)C6=CC=CC=C6)(CO4)OC(=O)C)O)C)O. Drug 2: C1C(C(OC1N2C=NC3=C2NC=NCC3O)CO)O. Cell line: HS 578T. Synergy scores: CSS=38.9, Synergy_ZIP=-2.96, Synergy_Bliss=-5.74, Synergy_Loewe=-55.6, Synergy_HSA=-5.03. (7) Drug 1: CC=C1C(=O)NC(C(=O)OC2CC(=O)NC(C(=O)NC(CSSCCC=C2)C(=O)N1)C(C)C)C(C)C. Drug 2: CC1CCC2CC(C(=CC=CC=CC(CC(C(=O)C(C(C(=CC(C(=O)CC(OC(=O)C3CCCCN3C(=O)C(=O)C1(O2)O)C(C)CC4CCC(C(C4)OC)OCCO)C)C)O)OC)C)C)C)OC. Cell line: LOX IMVI. Synergy scores: CSS=20.8, Synergy_ZIP=-0.248, Synergy_Bliss=-3.73, Synergy_Loewe=-41.5, Synergy_HSA=-3.35.